From a dataset of Forward reaction prediction with 1.9M reactions from USPTO patents (1976-2016). Predict the product of the given reaction. (1) Given the reactants [F:1][C:2]1[CH:3]=[C:4]([C:10](=O)[CH:11]([CH3:16])[CH2:12][C:13](O)=[O:14])[CH:5]=[CH:6][C:7]=1[O:8][CH3:9].O.[NH2:19][NH2:20].C(O)(=O)C.O, predict the reaction product. The product is: [F:1][C:2]1[CH:3]=[C:4]([C:10]2[CH:11]([CH3:16])[CH2:12][C:13](=[O:14])[NH:19][N:20]=2)[CH:5]=[CH:6][C:7]=1[O:8][CH3:9]. (2) The product is: [CH:18]([N:15]1[CH2:14][CH2:13][N:12]([C:10]2[S:11][C:7]3[CH:6]=[C:5]([C:3]4[N:4]=[C:23]([C:24]5[CH:29]=[CH:28][N:27]=[CH:26][CH:25]=5)[O:1][N:2]=4)[CH:22]=[CH:21][C:8]=3[N:9]=2)[CH2:17][CH2:16]1)([CH3:19])[CH3:20]. Given the reactants [OH:1][NH:2][C:3]([C:5]1[CH:22]=[CH:21][C:8]2[N:9]=[C:10]([N:12]3[CH2:17][CH2:16][N:15]([CH:18]([CH3:20])[CH3:19])[CH2:14][CH2:13]3)[S:11][C:7]=2[CH:6]=1)=[NH:4].[C:23](Cl)(=O)[C:24]1[CH:29]=[CH:28][N:27]=[CH:26][CH:25]=1, predict the reaction product. (3) Given the reactants Cl.[NH2:2][CH:3]([C:14]1[CH:19]=[CH:18][C:17]([C:20]2[CH:25]=[CH:24][CH:23]=[CH:22][CH:21]=2)=[CH:16][CH:15]=1)[C:4]([O:6][CH2:7][C:8]1[CH:13]=[CH:12][CH:11]=[CH:10][CH:9]=1)=[O:5].[O:26]([C:28]([CH2:30][C@@H:31]([CH2:35][CH:36]([CH3:38])[CH3:37])[C:32](O)=[O:33])=[O:29])O.[CH2:39](Cl)CCl.C1C=CC2N(O)N=NC=2C=1.CN1CCOCC1, predict the reaction product. The product is: [CH3:37][CH:36]([CH3:38])[CH2:35][C@@H:31]([C:32](=[O:33])[NH:2][CH:3]([C:4]([O:6][CH2:7][C:8]1[CH:13]=[CH:12][CH:11]=[CH:10][CH:9]=1)=[O:5])[C:14]1[CH:15]=[CH:16][C:17]([C:20]2[CH:25]=[CH:24][CH:23]=[CH:22][CH:21]=2)=[CH:18][CH:19]=1)[CH2:30][C:28]([O:26][CH3:39])=[O:29]. (4) Given the reactants [C:1]1([S:7][CH2:8][CH2:9][SH:10])[CH:6]=[CH:5][CH:4]=[CH:3][CH:2]=1.[CH2:11]([CH:13]1[O:15][CH2:14]1)Cl, predict the reaction product. The product is: [C:1]1([S:7][CH2:8][CH2:9][S:10][CH2:11][CH:13]([OH:15])[CH2:14][S:10][CH2:9][CH2:8][S:7][C:1]2[CH:6]=[CH:5][CH:4]=[CH:3][CH:2]=2)[CH:6]=[CH:5][CH:4]=[CH:3][CH:2]=1. (5) Given the reactants C(O[C:6]([N:8]1[CH2:12][C:11](=[N:13][O:14][CH3:15])[CH2:10][C@H:9]1[C:16]([OH:18])=O)=[O:7])(C)(C)C.[CH3:19][C:20]1[CH:25]=[CH:24][CH:23]=[CH:22][C:21]=1[C:26]1[CH:31]=[CH:30][C:29](C(O)=O)=[C:28]([CH3:35])[CH:27]=1.[NH2:36][CH2:37][CH2:38][C:39]([NH2:41])=[O:40], predict the reaction product. The product is: [NH2:41][C:39](=[O:40])[CH2:38][CH2:37][NH:36][C:16]([C@@H:9]1[CH2:10][C:11](=[N:13][O:14][CH3:15])[CH2:12][N:8]1[C:6]([C:29]1[CH:30]=[CH:31][C:26]([C:21]2[CH:22]=[CH:23][CH:24]=[CH:25][C:20]=2[CH3:19])=[CH:27][C:28]=1[CH3:35])=[O:7])=[O:18]. (6) Given the reactants [CH3:1][O:2][C:3](=[O:12])[C:4]1[CH:9]=[CH:8][C:7]([Cl:10])=[CH:6][C:5]=1[NH2:11].[Br:13]Br, predict the reaction product. The product is: [CH3:1][O:2][C:3](=[O:12])[C:4]1[CH:9]=[C:8]([Br:13])[C:7]([Cl:10])=[CH:6][C:5]=1[NH2:11]. (7) Given the reactants [CH3:1][C:2]1([CH3:19])[CH2:6][O:5][C:4]2[CH:7]=[C:8]([CH3:18])[C:9]([C:11]3[N:12]=[CH:13][C:14]([NH2:17])=[N:15][CH:16]=3)=[CH:10][C:3]1=2.[F:20][C:21]1[CH:29]=[CH:28][CH:27]=[CH:26][C:22]=1[C:23](Cl)=[O:24], predict the reaction product. The product is: [F:20][C:21]1[CH:29]=[CH:28][CH:27]=[CH:26][C:22]=1[C:23]([NH:17][C:14]1[CH:13]=[N:12][C:11]([C:9]2[C:8]([CH3:18])=[CH:7][C:4]3[O:5][CH2:6][C:2]([CH3:19])([CH3:1])[C:3]=3[CH:10]=2)=[CH:16][N:15]=1)=[O:24]. (8) Given the reactants FC(F)(F)S(O[C:7]1[C:12]2[O:13][C@H:14]3[C:23]4([O:27][CH2:26][CH2:25][O:24]4)[CH2:22][CH2:21][C@@H:20]4[C@@:15]53[CH2:16][CH2:17][N:18]([CH3:29])[C@@H:19]4[CH2:28][C:10]([C:11]=25)=[CH:9][CH:8]=1)(=O)=O.[CH3:32][N:33](C)C=O, predict the reaction product. The product is: [CH3:29][N:18]1[CH2:17][CH2:16][C@@:15]23[C:11]4[C:10]5[CH2:28][C@@H:19]1[C@@H:20]2[CH2:21][CH2:22][C:23]1([C@@H:14]3[O:13][C:12]=4[C:7]([C:32]#[N:33])=[CH:8][CH:9]=5)[O:24][CH2:25][CH2:26][O:27]1.